This data is from Full USPTO retrosynthesis dataset with 1.9M reactions from patents (1976-2016). The task is: Predict the reactants needed to synthesize the given product. (1) Given the product [CH2:1]([C:8]1[CH:9]=[CH:10][C:11]2[O:15][C:14]([C:16]3[CH:23]=[CH:22][C:21]([CH:24]=[O:25])=[CH:20][C:17]=3[C:18]#[N:19])=[CH:13][C:12]=2[CH:26]=1)[C:2]1[CH:7]=[CH:6][CH:5]=[CH:4][CH:3]=1, predict the reactants needed to synthesize it. The reactants are: [CH2:1]([C:8]1[CH:9]=[CH:10][C:11]2[O:15][C:14]([C:16]3[CH:23]=[CH:22][C:21]([CH2:24][OH:25])=[CH:20][C:17]=3[C:18]#[N:19])=[CH:13][C:12]=2[CH:26]=1)[C:2]1[CH:7]=[CH:6][CH:5]=[CH:4][CH:3]=1. (2) Given the product [C:2]([OH:6])(=[O:1])[C:3]([CH3:4])=[CH2:5].[C:2]([OH:1])(=[O:8])[CH:3]=[CH2:4], predict the reactants needed to synthesize it. The reactants are: [O:1]=[CH:2][C:3](=[CH2:5])[CH3:4].[O:6]=O.[OH2:8]. (3) The reactants are: [CH2:1]([C:8]1[CH:9]=[C:10]([C:28]2[CH:33]=[CH:32][C:31]([CH2:34][CH2:35][C:36]#[N:37])=[CH:30][C:29]=2[CH2:38][CH:39]([CH3:41])[CH3:40])[CH:11]=[CH:12][C:13]=1[C:14]1[CH:19]=[CH:18][C:17]([OH:20])=[C:16]([CH2:21][C:22]2[CH:27]=[CH:26][CH:25]=[CH:24][CH:23]=2)[CH:15]=1)[C:2]1[CH:7]=[CH:6][CH:5]=[CH:4][CH:3]=1.C([O-])([O-])=O.[K+].[K+].Cl[CH2:49][C:50]#[N:51].[Cl-].[Na+].O.O. Given the product [CH2:1]([C:8]1[CH:9]=[C:10]([C:28]2[CH:33]=[CH:32][C:31]([CH2:34][CH2:35][C:36]#[N:37])=[CH:30][C:29]=2[CH2:38][CH:39]([CH3:41])[CH3:40])[CH:11]=[CH:12][C:13]=1[C:14]1[CH:19]=[CH:18][C:17]([O:20][CH2:49][C:50]#[N:51])=[C:16]([CH2:21][C:22]2[CH:27]=[CH:26][CH:25]=[CH:24][CH:23]=2)[CH:15]=1)[C:2]1[CH:3]=[CH:4][CH:5]=[CH:6][CH:7]=1, predict the reactants needed to synthesize it. (4) Given the product [CH3:19][C:18]1[O:17][N:16]=[C:15]([C:20]2[CH:21]=[CH:22][CH:23]=[CH:24][CH:25]=2)[C:14]=1[C:13]1[N:7]2[CH2:6][C:5]3[C:9]([C:8]2=[N:11][N:12]=1)=[C:10]([C:27]1[CH:28]=[N:29][CH:30]=[CH:31][CH:32]=1)[CH:2]=[CH:3][CH:4]=3, predict the reactants needed to synthesize it. The reactants are: Br[C:2]1[CH:10]=[C:9]2[C:5]([CH2:6][N:7]3[C:13]([C:14]4[C:15]([C:20]5[CH:25]=[CH:24][CH:23]=[CH:22][CH:21]=5)=[N:16][O:17][C:18]=4[CH3:19])=[N:12][N:11]=[C:8]32)=[CH:4][CH:3]=1.Br[C:27]1[CH:28]=[N:29][CH:30]=[CH:31][CH:32]=1. (5) Given the product [CH3:1][S:2][CH:3]([O:8][C:9]1[CH:10]=[C:11]2[C:16](=[CH:17][CH:18]=1)[N:15]=[CH:14][C:13]([CH:19]=[CH2:20])=[CH:12]2)[C:4]([OH:6])=[O:5], predict the reactants needed to synthesize it. The reactants are: [CH3:1][S:2][CH:3]([O:8][C:9]1[CH:10]=[C:11]2[C:16](=[CH:17][CH:18]=1)[N:15]=[CH:14][C:13]([CH:19]=[CH2:20])=[CH:12]2)[C:4]([O:6]C)=[O:5].O[Li].O.Cl. (6) Given the product [CH2:50]([NH:10][C:9]([C@@H:8]([NH:12][C:16]([C:13]1[N:12]2[C@@:8]([CH2:7][C:6]3[CH:29]=[CH:30][C:3]([C:1]#[N:2])=[CH:4][CH:5]=3)([CH3:28])[C:9](=[O:27])[N:10]([C:19]3[CH:24]=[C:23]([Cl:25])[CH:22]=[C:21]([Cl:26])[CH:20]=3)[C:11]2=[N:15][CH:14]=1)=[O:17])[CH3:7])=[O:27])[C:51]1[CH:52]=[CH:53][CH:54]=[CH:55][CH:56]=1, predict the reactants needed to synthesize it. The reactants are: [C:1]([C:3]1[CH:30]=[CH:29][C:6]([CH2:7][C@@:8]2([CH3:28])[N:12]3[C:13]([C:16](O)=[O:17])=[CH:14][N:15]=[C:11]3[N:10]([C:19]3[CH:24]=[C:23]([Cl:25])[CH:22]=[C:21]([Cl:26])[CH:20]=3)[C:9]2=[O:27])=[CH:5][CH:4]=1)#[N:2].ClC1C=C(N2C3=NC=C(C(O)=O)N3[C@](C)([CH2:50][C:51]3[CH:56]=[CH:55][C:54](OC(F)(F)F)=[CH:53][CH:52]=3)C2=O)C=C(Cl)C=1. (7) Given the product [C:45]([C:40]1[CH:41]=[C:42]2[C:37](=[C:38]([F:49])[CH:39]=1)[C:36](=[O:50])[N:35]([C:34]1[CH:33]=[CH:32][CH:31]=[C:30]([C:2]3[CH:3]=[C:4]([NH:10][C:11]4[N:12]=[N:13][C:14]([CH:17]5[CH2:22][CH2:21][N:20]([CH3:23])[CH2:19][CH2:18]5)=[CH:15][CH:16]=4)[C:5](=[O:9])[N:6]([CH3:8])[N:7]=3)[C:29]=1[CH2:28][OH:27])[N:44]=[CH:43]2)([CH3:48])([CH3:46])[CH3:47], predict the reactants needed to synthesize it. The reactants are: Cl[C:2]1[CH:3]=[C:4]([NH:10][C:11]2[N:12]=[N:13][C:14]([CH:17]3[CH2:22][CH2:21][N:20]([CH3:23])[CH2:19][CH2:18]3)=[CH:15][CH:16]=2)[C:5](=[O:9])[N:6]([CH3:8])[N:7]=1.C([O:27][CH2:28][C:29]1[C:34]([N:35]2[N:44]=[CH:43][C:42]3[C:37](=[C:38]([F:49])[CH:39]=[C:40]([C:45]([CH3:48])([CH3:47])[CH3:46])[CH:41]=3)[C:36]2=[O:50])=[CH:33][CH:32]=[CH:31][C:30]=1[B-](F)(F)F)(=O)C.[K+].CC(C1C=C(C(C)C)C(C2C=CC=CC=2P(C2CCCCC2)C2CCCCC2)=C(C(C)C)C=1)C.[O-]P([O-])([O-])=O.[K+].[K+].[K+].[OH-].[Na+]. (8) The reactants are: [CH3:1][C:2]1[O:6][C:5]([C:7]2[CH:12]=[CH:11][CH:10]=[CH:9][CH:8]=2)=[N:4][C:3]=1[CH2:13][O:14][C:15]1[CH:23]=[CH:22][C:18]([CH2:19][O:20][NH2:21])=[CH:17][CH:16]=1.[F:24][C:25]1[CH:30]=[CH:29][C:28]([C:31](=O)[CH2:32][CH2:33][CH2:34][CH2:35][CH2:36][CH2:37][C:38]([OH:40])=[O:39])=[CH:27][CH:26]=1.[C:42](O)(=O)C.C([O-])(=O)C.[Na+]. Given the product [F:24][C:25]1[CH:30]=[CH:29][C:28](/[C:31](=[N:21]/[O:20][CH2:19][C:18]2[CH:17]=[CH:16][C:15]([O:14][CH2:13][C:3]3[N:4]=[C:5]([C:7]4[CH:8]=[CH:9][CH:10]=[CH:11][CH:12]=4)[O:6][C:2]=3[CH3:1])=[CH:23][CH:22]=2)/[CH2:32][CH2:33][CH2:34][CH2:35][CH2:36][CH2:37][C:38]([O:40][CH3:42])=[O:39])=[CH:27][CH:26]=1, predict the reactants needed to synthesize it.